From a dataset of Full USPTO retrosynthesis dataset with 1.9M reactions from patents (1976-2016). Predict the reactants needed to synthesize the given product. (1) Given the product [CH2:12]([N:19]([C:6]1[C:5]2[CH2:9][CH2:10][CH2:11][C:4]=2[N:3]=[C:2]([Cl:1])[N:7]=1)[CH2:20][CH3:21])[C:13]1[CH:18]=[CH:17][CH:16]=[CH:15][CH:14]=1, predict the reactants needed to synthesize it. The reactants are: [Cl:1][C:2]1[N:7]=[C:6](Cl)[C:5]2[CH2:9][CH2:10][CH2:11][C:4]=2[N:3]=1.[CH2:12]([NH:19][CH2:20][CH3:21])[C:13]1[CH:18]=[CH:17][CH:16]=[CH:15][CH:14]=1.C(N(C(C)C)CC)(C)C. (2) Given the product [CH3:29][C:26]1[O:25][C:24]([C:21]2[N:20]=[N:19][C:18]([N:9]3[CH2:10][CH:7]([O:6][C:5]4[CH:11]=[CH:12][CH:13]=[CH:14][C:4]=4[C:3]([F:2])([F:15])[F:16])[CH2:8]3)=[CH:23][CH:22]=2)=[N:28][N:27]=1, predict the reactants needed to synthesize it. The reactants are: Cl.[F:2][C:3]([F:16])([F:15])[C:4]1[CH:14]=[CH:13][CH:12]=[CH:11][C:5]=1[O:6][CH:7]1[CH2:10][NH:9][CH2:8]1.Cl[C:18]1[N:19]=[N:20][C:21]([C:24]2[O:25][C:26]([CH3:29])=[N:27][N:28]=2)=[CH:22][CH:23]=1.C(=O)([O-])[O-].[K+].[K+].